This data is from Forward reaction prediction with 1.9M reactions from USPTO patents (1976-2016). The task is: Predict the product of the given reaction. (1) Given the reactants C(N[CH:5]([CH3:7])[CH3:6])(C)C.C([Li])CCC.[C:13]([O:18][CH2:19][CH3:20])(=[O:17])C(C)C.[Cl:21][C:22]([CH2:24]Cl)=[CH2:23], predict the reaction product. The product is: [CH2:19]([O:18][C:13](=[O:17])[C:5]([CH3:6])([CH3:7])[CH2:24][C:22]([Cl:21])=[CH2:23])[CH3:20]. (2) Given the reactants [Br:1][C:2]1[CH:3]=[N:4][NH:5][CH:6]=1.Cl[CH:8]1[CH2:11][CH:10]([C:12]([O:14][CH3:15])=[O:13])[CH2:9]1.C(=O)([O-])[O-].[K+].[K+], predict the reaction product. The product is: [Br:1][C:2]1[CH:3]=[N:4][N:5]([CH:8]2[CH2:11][CH:10]([C:12]([O:14][CH3:15])=[O:13])[CH2:9]2)[CH:6]=1. (3) Given the reactants [Cl:1][C:2]1[C:15]([Cl:16])=[CH:14][C:5]2[NH:6][C:7]([CH2:9][C:10]([F:13])([F:12])[F:11])=[N:8][C:4]=2[CH:3]=1.C(=O)([O-])[O-].[K+].[K+].[F:23][C:24]([F:35])([F:34])[S:25][C:26]1[CH:33]=[CH:32][C:29]([CH2:30]Br)=[CH:28][CH:27]=1, predict the reaction product. The product is: [Cl:16][C:15]1[C:2]([Cl:1])=[CH:3][C:4]2[N:8]([CH2:30][C:29]3[CH:32]=[CH:33][C:26]([S:25][C:24]([F:35])([F:23])[F:34])=[CH:27][CH:28]=3)[C:7]([CH2:9][C:10]([F:12])([F:13])[F:11])=[N:6][C:5]=2[CH:14]=1. (4) Given the reactants [CH3:1][O:2][C:3]1[CH:22]=[CH:21][C:6]([CH2:7][C@@H:8]2[C:12]3=[N:13][C:14]4[CH:19]=[CH:18][CH:17]=[CH:16][C:15]=4[N:11]3[C:10](=[O:20])[NH:9]2)=[CH:5][CH:4]=1.[CH3:23][N:24]1[C:28]([CH3:29])=[CH:27][C:26]([NH2:30])=[N:25]1.C(O)(C(F)(F)F)=O, predict the reaction product. The product is: [NH:13]1[C:14]2[CH:19]=[CH:18][CH:17]=[CH:16][C:15]=2[N:11]=[C:12]1[C@H:8]([NH:9][C:10]([NH:30][C:26]1[CH:27]=[C:28]([CH3:29])[N:24]([CH3:23])[N:25]=1)=[O:20])[CH2:7][C:6]1[CH:5]=[CH:4][C:3]([O:2][CH3:1])=[CH:22][CH:21]=1.